Dataset: Peptide-MHC class I binding affinity with 185,985 pairs from IEDB/IMGT. Task: Regression. Given a peptide amino acid sequence and an MHC pseudo amino acid sequence, predict their binding affinity value. This is MHC class I binding data. The peptide sequence is STYFPCFTA. The MHC is Mamu-A2201 with pseudo-sequence Mamu-A2201. The binding affinity (normalized) is 0.